This data is from Reaction yield outcomes from USPTO patents with 853,638 reactions. The task is: Predict the reaction yield, written as a fraction of the theoretical maximum amount of product (1.0 means a 100% yield; for example, 0.34 means a 34% yield). (1) The reactants are [Cl:1][C:2]1[C:11]2[C:6](=[CH:7][C:8]([S:12]([O:15]C3C(F)=C(F)C(F)=C(F)C=3F)(=[O:14])=O)=[CH:9][CH:10]=2)[CH:5]=[CH:4][N:3]=1.[O:27]1[CH:31]=[CH:30][C:29]([NH2:32])=[N:28]1.C[Si]([N-][Si](C)(C)C)(C)C.[Li+]. No catalyst specified. The product is [Cl:1][C:2]1[C:11]2[C:6](=[CH:7][C:8]([S:12]([NH:32][C:29]3[CH:30]=[CH:31][O:27][N:28]=3)(=[O:14])=[O:15])=[CH:9][CH:10]=2)[CH:5]=[CH:4][N:3]=1. The yield is 0.749. (2) The reactants are Br[C:2]1[CH:7]=[CH:6][C:5]([N+:8]([O-:10])=[O:9])=[CH:4][C:3]=1[N:11]([CH2:15][C:16]([CH3:18])=[CH2:17])[C:12](=[O:14])[CH3:13].C([O-])=O.[Na+].C([O-])(=O)C.[Na+]. The catalyst is O.[Cl-].C([N+](CC)(CC)CC)C.CN(C=O)C.C([O-])(=O)C.[Pd+2].C([O-])(=O)C. The product is [CH3:17][C:16]1([CH3:18])[C:2]2[C:3](=[CH:4][C:5]([N+:8]([O-:10])=[O:9])=[CH:6][CH:7]=2)[N:11]([C:12](=[O:14])[CH3:13])[CH2:15]1. The yield is 0.880.